Predict the reactants needed to synthesize the given product. From a dataset of Full USPTO retrosynthesis dataset with 1.9M reactions from patents (1976-2016). (1) Given the product [N:1]1([C:6]2[N:7]=[CH:8][C:9]([CH2:12][C:13]([O:15][CH3:21])=[O:14])=[CH:10][N:11]=2)[CH:5]=[N:4][N:3]=[N:2]1, predict the reactants needed to synthesize it. The reactants are: [N:1]1([C:6]2[N:11]=[CH:10][C:9]([CH2:12][C:13]([OH:15])=[O:14])=[CH:8][N:7]=2)[CH:5]=[N:4][N:3]=[N:2]1.S(=O)(=O)(O)O.[CH3:21]O. (2) The reactants are: [CH:1]([C:4]1[CH:9]=[CH:8][C:7]([C:10](=[O:17])[CH2:11][CH2:12][CH2:13][C:14]([OH:16])=[O:15])=[CH:6][CH:5]=1)([CH3:3])[CH3:2].[OH-].[Na+:19]. Given the product [Na+:19].[CH:1]([C:4]1[CH:9]=[CH:8][C:7]([C:10](=[O:17])[CH2:11][CH2:12][CH2:13][C:14]([O-:16])=[O:15])=[CH:6][CH:5]=1)([CH3:3])[CH3:2], predict the reactants needed to synthesize it. (3) The reactants are: Cl[C:2]1[C:3]2[C:10]3[CH2:11][CH2:12][CH:13]([C:15]([N:17]([CH3:19])[CH3:18])=[O:16])[CH2:14][C:9]=3[S:8][C:4]=2[N:5]=[CH:6][N:7]=1.[Cl:20][CH2:21][CH2:22][CH2:23][O:24][C:25]1[CH:33]=[C:32]2[C:28]([CH:29]=[N:30][NH:31]2)=[CH:27][C:26]=1[NH2:34]. Given the product [Cl:20][CH2:21][CH2:22][CH2:23][O:24][C:25]1[CH:33]=[C:32]2[C:28]([CH:29]=[N:30][NH:31]2)=[CH:27][C:26]=1[NH:34][C:2]1[C:3]2[C:10]3[CH2:11][CH2:12][CH:13]([C:15]([N:17]([CH3:19])[CH3:18])=[O:16])[CH2:14][C:9]=3[S:8][C:4]=2[N:5]=[CH:6][N:7]=1, predict the reactants needed to synthesize it. (4) Given the product [ClH:20].[CH:1]1[C:10]2[C:5](=[CH:6][CH:7]=[CH:8][CH:9]=2)[CH:4]=[CH:3][C:2]=1[C:11]1([CH2:16][C:17]([NH2:35])=[NH:18])[CH2:15][CH2:14][CH2:13][CH2:12]1, predict the reactants needed to synthesize it. The reactants are: [CH:1]1[C:10]2[C:5](=[CH:6][CH:7]=[CH:8][CH:9]=2)[CH:4]=[CH:3][C:2]=1[C:11]1([CH2:16][C:17]#[N:18])[CH2:15][CH2:14][CH2:13][CH2:12]1.Cl.[Cl:20]C1C=CC(Cl)=CC=1C1(CC(N)=[NH:35])CCCC1.